From a dataset of Reaction yield outcomes from USPTO patents with 853,638 reactions. Predict the reaction yield, written as a fraction of the theoretical maximum amount of product (1.0 means a 100% yield; for example, 0.34 means a 34% yield). (1) The reactants are [CH2:1]([C:9]1[N:13]=[C:12]([C@@H:14]2[CH2:18][CH2:17][CH2:16][N:15]2C(OC(C)(C)C)=O)[O:11][N:10]=1)[CH2:2][CH2:3][CH2:4][CH2:5][CH2:6][CH2:7][CH3:8].C(O)(C(F)(F)F)=O.C(OCC)C.[OH-].[Na+]. The catalyst is C(Cl)Cl. The product is [CH2:1]([C:9]1[N:13]=[C:12]([C@@H:14]2[CH2:18][CH2:17][CH2:16][NH:15]2)[O:11][N:10]=1)[CH2:2][CH2:3][CH2:4][CH2:5][CH2:6][CH2:7][CH3:8]. The yield is 0.850. (2) The yield is 0.660. The catalyst is Cl[Pd](Cl)([P](C1C=CC=CC=1)(C1C=CC=CC=1)C1C=CC=CC=1)[P](C1C=CC=CC=1)(C1C=CC=CC=1)C1C=CC=CC=1.CCOC(C)=O.O. The reactants are Br[C:2]1[CH:7]=[CH:6][C:5]([C:8](=[C:17]2[CH2:22][C:21]([CH3:24])([CH3:23])[CH2:20][C:19]([CH3:26])([CH3:25])[CH2:18]2)[C:9]2[CH:14]=[CH:13][C:12]([OH:15])=[C:11]([Cl:16])[CH:10]=2)=[CH:4][CH:3]=1.[C:27]([O:31][CH2:32][CH3:33])(=[O:30])[CH:28]=[CH2:29].CCN(CC)CC.CN(C=O)C. The product is [Cl:16][C:11]1[CH:10]=[C:9]([C:8](=[C:17]2[CH2:18][C:19]([CH3:26])([CH3:25])[CH2:20][C:21]([CH3:23])([CH3:24])[CH2:22]2)[C:5]2[CH:6]=[CH:7][C:2](/[CH:29]=[CH:28]/[C:27]([O:31][CH2:32][CH3:33])=[O:30])=[CH:3][CH:4]=2)[CH:14]=[CH:13][C:12]=1[OH:15]. (3) The reactants are [NH2:1][NH2:2].[C:3]([C:11]1[CH:19]=[CH:18][C:14]([C:15](Cl)=[O:16])=[CH:13][CH:12]=1)(=[O:10])[C:4]1[CH:9]=[CH:8][CH:7]=[CH:6][CH:5]=1.CC(N(C(C)C)CC)C. The catalyst is CN(C)C1C=CN=CC=1.C(Cl)Cl. The product is [C:3]([C:11]1[CH:19]=[CH:18][C:14]([C:15]([NH:1][NH2:2])=[O:16])=[CH:13][CH:12]=1)(=[O:10])[C:4]1[CH:9]=[CH:8][CH:7]=[CH:6][CH:5]=1. The yield is 0.340. (4) The reactants are [C:1]([O:5][C:6](=[O:15])[CH:7]=[C:8]1[CH2:11][CH:10]([C:12]([OH:14])=[O:13])[CH2:9]1)([CH3:4])([CH3:3])[CH3:2]. The catalyst is CO.[C].[Pd]. The product is [C:1]([O:5][C:6](=[O:15])[CH2:7][CH:8]1[CH2:9][CH:10]([C:12]([OH:14])=[O:13])[CH2:11]1)([CH3:4])([CH3:2])[CH3:3]. The yield is 0.990. (5) The reactants are [CH3:1][O:2][C:3]1[CH:4]=[C:5]([C:9]2[N:13]([CH2:14][O:15][CH2:16][CH2:17][Si:18]([CH3:21])([CH3:20])[CH3:19])[CH:12]=[N:11][CH:10]=2)[CH:6]=[CH:7][CH:8]=1.[Li]CCCC.CN([CH:30]=[O:31])C. No catalyst specified. The product is [CH3:1][O:2][C:3]1[CH:4]=[C:5]([C:9]2[N:13]([CH2:14][O:15][CH2:16][CH2:17][Si:18]([CH3:20])([CH3:19])[CH3:21])[C:12]([CH:30]=[O:31])=[N:11][CH:10]=2)[CH:6]=[CH:7][CH:8]=1. The yield is 0.220. (6) The reactants are [C:1](O)(C(F)(F)F)=[O:2].[C:8]1([C:14]2[CH:19]=[C:18]([CH:20]3[CH2:25][NH:24][S:23](=[O:27])(=[O:26])[NH:22][CH2:21]3)[CH:17]=[CH:16][C:15]=2[NH:28][C:29]([C:31]2[N:32](COCC[Si](C)(C)C)[CH:33]=[C:34]([C:36]#[N:37])[N:35]=2)=[O:30])[CH2:13][CH2:12][CH2:11][CH2:10][CH:9]=1. The catalyst is C(Cl)Cl.CCO. The product is [C:8]1([C:14]2[CH:19]=[C:18]([CH:20]3[CH2:25][NH:24][S:23](=[O:26])(=[O:27])[NH:22][CH2:21]3)[C:17]([CH2:1][OH:2])=[CH:16][C:15]=2[NH:28][C:29]([C:31]2[NH:32][CH:33]=[C:34]([C:36]#[N:37])[N:35]=2)=[O:30])[CH2:13][CH2:12][CH2:11][CH2:10][CH:9]=1. The yield is 0.460. (7) The reactants are [F:1][C:2]1[CH:7]=[CH:6][CH:5]=[CH:4][C:3]=1[C:8]1[C:16]2[C:11](=[N:12][CH:13]=[C:14]([C:17]3[CH:18]=[C:19]([C:23]([N:25]4[CH2:30][CH2:29][O:28][CH2:27][CH2:26]4)=[O:24])[CH:20]=[CH:21][CH:22]=3)[CH:15]=2)[N:10](S(C2C=CC(C)=CC=2)(=O)=O)[CH:9]=1.[OH-].[K+]. The catalyst is CO.O. The product is [F:1][C:2]1[CH:7]=[CH:6][CH:5]=[CH:4][C:3]=1[C:8]1[C:16]2[C:11](=[N:12][CH:13]=[C:14]([C:17]3[CH:18]=[C:19]([C:23]([N:25]4[CH2:30][CH2:29][O:28][CH2:27][CH2:26]4)=[O:24])[CH:20]=[CH:21][CH:22]=3)[CH:15]=2)[NH:10][CH:9]=1. The yield is 0.210. (8) The reactants are [CH3:1][C:2]([O:5][C:6]([N:8]1[C@H:12]([C:13]([OH:15])=[O:14])[CH2:11][CH2:10][NH:9]1)=[O:7])([CH3:4])[CH3:3].C(O)(=O)C.C(O)(=O)C.IC1C=CC=CC=1. The catalyst is CO. The product is [CH3:4][C:2]([O:5][C:6]([N:8]1[C@H:12]([C:13]([OH:15])=[O:14])[CH2:11][CH:10]=[N:9]1)=[O:7])([CH3:1])[CH3:3]. The yield is 0.640. (9) The reactants are [C:1]([C:3]1[CH:8]=[CH:7][CH:6]=[CH:5][C:4]=1[C:9]1[CH:14]=[CH:13][C:12]([CH2:15][CH:16]([C:22](=O)[CH2:23][CH2:24][CH3:25])[C:17](OCC)=[O:18])=[CH:11][CH:10]=1)#[N:2].S(O)(O)(=O)=O.[CH3:32][N:33]([CH3:37])[C:34]([NH2:36])=[NH:35].[O-]CC.[Na+].C(O)C. The catalyst is C(O)C. The product is [CH3:32][N:33]([CH3:37])[C:34]1[NH:36][C:17](=[O:18])[C:16]([CH2:15][C:12]2[CH:13]=[CH:14][C:9]([C:4]3[C:3]([C:1]#[N:2])=[CH:8][CH:7]=[CH:6][CH:5]=3)=[CH:10][CH:11]=2)=[C:22]([CH2:23][CH2:24][CH3:25])[N:35]=1. The yield is 0.300. (10) The reactants are [CH:1]1([N:6]([C:13]2[C:18]([N+:19]([O-])=O)=[CH:17][N:16]=[C:15]([Cl:22])[N:14]=2)[CH2:7][CH2:8][C:9](OC)=[O:10])[CH2:5][CH2:4][CH2:3][CH2:2]1.[NH4+].[Cl-]. The catalyst is [Fe].CCO.O. The product is [Cl:22][C:15]1[N:16]=[CH:17][C:18]2[NH:19][C:9](=[O:10])[CH2:8][CH2:7][N:6]([CH:1]3[CH2:5][CH2:4][CH2:3][CH2:2]3)[C:13]=2[N:14]=1. The yield is 0.430.